Dataset: Reaction yield outcomes from USPTO patents with 853,638 reactions. Task: Predict the reaction yield, written as a fraction of the theoretical maximum amount of product (1.0 means a 100% yield; for example, 0.34 means a 34% yield). (1) The reactants are Cl[C:2]1[C:3]([NH2:9])=[N:4][CH:5]=[N:6][C:7]=1Cl.[O:10]([C:17]1[CH:22]=[CH:21][C:20](B(O)O)=[CH:19][CH:18]=1)[C:11]1[CH:16]=[CH:15][CH:14]=[CH:13][CH:12]=1.[NH2:26][CH2:27][CH:28]1[CH2:33][CH2:32][N:31]([C:34]([O:36]C(C)(C)C)=O)[CH2:30][CH2:29]1.[N:41]1([CH2:46]/[CH:47]=[CH:48]/C(O)=O)[CH2:45][CH2:44][CH2:43][CH2:42]1. No catalyst specified. The product is [NH2:9][C:3]1[N:4]=[CH:5][N:6]=[C:7]([NH:26][CH2:27][CH:28]2[CH2:29][CH2:30][N:31]([C:34](=[O:36])/[CH:48]=[CH:47]/[CH2:46][N:41]3[CH2:45][CH2:44][CH2:43][CH2:42]3)[CH2:32][CH2:33]2)[C:2]=1[C:20]1[CH:21]=[CH:22][C:17]([O:10][C:11]2[CH:16]=[CH:15][CH:14]=[CH:13][CH:12]=2)=[CH:18][CH:19]=1. The yield is 0.0910. (2) The reactants are [OH:1][C:2]1[CH:3]=[C:4]2[C:9](=[CH:10][CH:11]=1)[C:8](=[O:12])[CH2:7][CH2:6][C:5]2([CH3:14])[CH3:13].[F:15][C:16]([F:36])([F:35])[S:17](N(C1C=CC(Cl)=CN=1)[S:17]([C:16]([F:36])([F:35])[F:15])(=[O:19])=[O:18])(=[O:19])=[O:18]. The catalyst is ClCCl.CN(C)C1C=CN=CC=1. The product is [CH3:13][C:5]1([CH3:14])[C:4]2[C:9](=[CH:10][CH:11]=[C:2]([O:1][S:17]([C:16]([F:36])([F:35])[F:15])(=[O:19])=[O:18])[CH:3]=2)[C:8](=[O:12])[CH2:7][CH2:6]1. The yield is 0.900. (3) The reactants are [CH3:1][N:2]1[C:6]([C:7]2[S:15][C:14]3[C:9](=[N:10][CH:11]=[CH:12][C:13]=3[NH:16][C:17]3[CH:18]=[C:19]4[C:23](=[CH:24][CH:25]=3)[NH:22][C:21]([CH3:26])=[CH:20]4)[CH:8]=2)=[CH:5][N:4]=[C:3]1[C:27]#[N:28].C(N(CC)CC)C.[H-].[Al+3].[Li+].[H-].[H-].[H-]. The catalyst is C1COCC1. The product is [NH2:28][CH2:27][C:3]1[N:2]([CH3:1])[C:6]([C:7]2[S:15][C:14]3[C:9](=[N:10][CH:11]=[CH:12][C:13]=3[NH:16][C:17]3[CH:18]=[C:19]4[C:23](=[CH:24][CH:25]=3)[NH:22][C:21]([CH3:26])=[CH:20]4)[CH:8]=2)=[CH:5][N:4]=1. The yield is 0.700.